From a dataset of HIV replication inhibition screening data with 41,000+ compounds from the AIDS Antiviral Screen. Binary Classification. Given a drug SMILES string, predict its activity (active/inactive) in a high-throughput screening assay against a specified biological target. (1) The drug is Cn1c(=O)cc(NCc2ccc(Cl)cc2)[nH]c1=O. The result is 0 (inactive). (2) The molecule is N#CC(O)CCOCc1ccccc1. The result is 0 (inactive).